This data is from Reaction yield outcomes from USPTO patents with 853,638 reactions. The task is: Predict the reaction yield, written as a fraction of the theoretical maximum amount of product (1.0 means a 100% yield; for example, 0.34 means a 34% yield). (1) The reactants are [H-].[Na+].[Br:3][C:4]1[CH:5]=[C:6]2[C:10](=[CH:11][CH:12]=1)[NH:9][CH:8]=[CH:7]2.[CH:13]([Si:16](Cl)([CH:20]([CH3:22])[CH3:21])[CH:17]([CH3:19])[CH3:18])([CH3:15])[CH3:14].O. The catalyst is CN(C=O)C.CCOCC. The product is [Br:3][C:4]1[CH:5]=[C:6]2[C:10](=[CH:11][CH:12]=1)[N:9]([Si:16]([CH:20]([CH3:22])[CH3:21])([CH:17]([CH3:19])[CH3:18])[CH:13]([CH3:15])[CH3:14])[CH:8]=[CH:7]2. The yield is 0.250. (2) The reactants are [F:1][CH2:2][CH2:3][N:4]([CH3:12])[C:5]1[CH:10]=[CH:9][N:8]=[C:7]([NH2:11])[CH:6]=1.[O:13]1[C:17]2[CH:18]=[CH:19][C:20]([C:22](=O)[CH2:23]Br)=[CH:21][C:16]=2[O:15][CH2:14]1. No catalyst specified. The product is [O:13]1[C:17]2[CH:18]=[CH:19][C:20]([C:22]3[N:11]=[C:7]4[CH:6]=[C:5]([N:4]([CH2:3][CH2:2][F:1])[CH3:12])[CH:10]=[CH:9][N:8]4[CH:23]=3)=[CH:21][C:16]=2[O:15][CH2:14]1. The yield is 0.960. (3) The reactants are CCN(C(C)C)C(C)C.[C:10]1([C:16]2[NH:20][N:19]=[C:18]([C:21]([OH:23])=O)[CH:17]=2)[CH:15]=[CH:14][CH:13]=[CH:12][CH:11]=1.C1C=CC2N(O)N=NC=2C=1.CCN=C=NCCCN(C)C.Cl.Cl.[NH2:47][CH2:48][C:49]([N:51]1[CH2:56][CH2:55][CH:54]([O:57][C:58]2[CH:63]=[C:62]([C:64]([F:67])([F:66])[F:65])[CH:61]=[CH:60][C:59]=2[F:68])[CH2:53][CH2:52]1)=[O:50]. The catalyst is CN(C=O)C.O. The product is [F:68][C:59]1[CH:60]=[CH:61][C:62]([C:64]([F:65])([F:67])[F:66])=[CH:63][C:58]=1[O:57][CH:54]1[CH2:55][CH2:56][N:51]([C:49](=[O:50])[CH2:48][NH:47][C:21]([C:18]2[CH:17]=[C:16]([C:10]3[CH:11]=[CH:12][CH:13]=[CH:14][CH:15]=3)[NH:20][N:19]=2)=[O:23])[CH2:52][CH2:53]1. The yield is 0.809. (4) The reactants are [F:1][C:2]1[CH:7]=[CH:6][C:5]([C:8]2[C:9]([NH2:20])=[N:10][CH:11]=[N:12][C:13]=2[N:14]2[CH2:19][CH2:18][NH:17][CH2:16][CH2:15]2)=[CH:4][CH:3]=1.[Cl:21][C:22]1[C:29]([Cl:30])=[CH:28][C:25]([CH:26]=O)=[C:24]([OH:31])[CH:23]=1.C(O)(=O)C.C(O[BH-](OC(=O)C)OC(=O)C)(=O)C.[Na+]. The catalyst is ClCCCl.C(Cl)Cl. The product is [NH2:20][C:9]1[N:10]=[CH:11][N:12]=[C:13]([N:14]2[CH2:19][CH2:18][N:17]([CH2:26][C:25]3[CH:28]=[C:29]([Cl:30])[C:22]([Cl:21])=[CH:23][C:24]=3[OH:31])[CH2:16][CH2:15]2)[C:8]=1[C:5]1[CH:6]=[CH:7][C:2]([F:1])=[CH:3][CH:4]=1. The yield is 0.805. (5) The yield is 0.380. The reactants are [Br:1][C:2]1[C:10]2[N:9]=[CH:8][NH:7][C:6]=2[CH:5]=[C:4]([Cl:11])[CH:3]=1.[C:12](=O)([O-])[O-].[K+].[K+].IC.O. The catalyst is CN(C)C=O. The product is [Br:1][C:2]1[C:10]2[N:9]=[CH:8][N:7]([CH3:12])[C:6]=2[CH:5]=[C:4]([Cl:11])[CH:3]=1. (6) The reactants are C(OC(=O)[NH:7][CH2:8][C:9]1[CH:14]=[CH:13][C:12]([O:15][CH2:16][C:17](=[O:20])[NH:18][CH3:19])=[C:11]([CH:21]2[CH2:26][CH2:25][N:24]([C:27]([C:29]3[C:37]4[C:32](=[C:33]([O:38][C:39]([F:42])([F:41])[F:40])[CH:34]=[CH:35][CH:36]=4)[N:31]([CH2:43][CH2:44][O:45][CH3:46])[CH:30]=3)=[O:28])[CH2:23][CH2:22]2)[CH:10]=1)(C)(C)C.[ClH:48]. The catalyst is O1CCOCC1. The product is [ClH:48].[NH2:7][CH2:8][C:9]1[CH:14]=[CH:13][C:12]([O:15][CH2:16][C:17]([NH:18][CH3:19])=[O:20])=[C:11]([CH:21]2[CH2:26][CH2:25][N:24]([C:27]([C:29]3[C:37]4[C:32](=[C:33]([O:38][C:39]([F:42])([F:40])[F:41])[CH:34]=[CH:35][CH:36]=4)[N:31]([CH2:43][CH2:44][O:45][CH3:46])[CH:30]=3)=[O:28])[CH2:23][CH2:22]2)[CH:10]=1. The yield is 0.730. (7) The reactants are C(Cl)Cl.[Cl:4][C:5]1[CH:10]=[CH:9][C:8]([I:11])=[CH:7][C:6]=1[CH2:12][OH:13].C1C=C[NH+]=CC=1.[O-][Cr](Cl)(=O)=O. The catalyst is CCOCC. The product is [Cl:4][C:5]1[CH:10]=[CH:9][C:8]([I:11])=[CH:7][C:6]=1[CH:12]=[O:13]. The yield is 0.670. (8) The reactants are Cl.[CH:2](=[O:12])[CH2:3][CH2:4][CH2:5][CH2:6][CH2:7][CH2:8][CH2:9]CC.[CH3:13][CH2:14][O:15][C:16]([CH2:18]Br)=[O:17].S(=O)(=O)(O)O. The catalyst is [Zn].C1C=CC=CC=1. The product is [CH2:14]([O:15][C:16](=[O:17])[CH2:18][CH:2]([OH:12])[CH2:3][CH2:4][CH2:5][CH2:6][CH2:7][CH2:8][CH3:9])[CH3:13]. The yield is 0.930. (9) The reactants are [C:1]([OH:9])(=[O:8])[C:2]1[CH:7]=[CH:6][CH:5]=[CH:4][CH:3]=1.C(N(CC)CC)C.ClC1C=C(Cl)C=C(Cl)C=1C(Cl)=O.[C:29]([O:33][C:34]([NH:36][C@@H:37]([CH2:46][C:47]1[CH:52]=[CH:51][C:50]([O:53][CH2:54][C:55]2[CH:60]=[CH:59][CH:58]=[CH:57][CH:56]=2)=[C:49]([O:61][CH2:62][C:63]2[CH:68]=[CH:67][CH:66]=[CH:65][CH:64]=2)[CH:48]=1)[C:38]([O:40][C@H:41]([CH3:45])[C@H:42](O)[CH3:43])=[O:39])=[O:35])([CH3:32])([CH3:31])[CH3:30]. The catalyst is ClCCl.CN(C)C1C=CN=CC=1. The product is [C:29]([O:33][C:34]([NH:36][C@@H:37]([CH2:46][C:47]1[CH:52]=[CH:51][C:50]([O:53][CH2:54][C:55]2[CH:60]=[CH:59][CH:58]=[CH:57][CH:56]=2)=[C:49]([O:61][CH2:62][C:63]2[CH:68]=[CH:67][CH:66]=[CH:65][CH:64]=2)[CH:48]=1)[C:38]([O:40][C@H:41]([CH3:45])[C@H:42]([O:8][C:1]([C:2]1[CH:7]=[CH:6][CH:5]=[CH:4][CH:3]=1)=[O:9])[CH3:43])=[O:39])=[O:35])([CH3:31])([CH3:32])[CH3:30]. The yield is 0.900.